Dataset: Reaction yield outcomes from USPTO patents with 853,638 reactions. Task: Predict the reaction yield, written as a fraction of the theoretical maximum amount of product (1.0 means a 100% yield; for example, 0.34 means a 34% yield). (1) The reactants are [NH2:1][C:2]1[CH:10]=[CH:9][C:8]([Br:11])=[CH:7][C:3]=1[C:4]([OH:6])=[O:5].OS(O)(=O)=O.[CH3:17]O. No catalyst specified. The product is [CH3:17][O:5][C:4](=[O:6])[C:3]1[CH:7]=[C:8]([Br:11])[CH:9]=[CH:10][C:2]=1[NH2:1]. The yield is 0.760. (2) The reactants are [Cl:1][C:2]1[CH:3]=[C:4]([CH:7]=[C:8]([OH:10])[CH:9]=1)[CH:5]=[O:6].C(=O)([O-])[O-].[K+].[K+].C1(C)C=CC(S(O[CH2:27][C:28]([F:31])([F:30])[F:29])(=O)=O)=CC=1. The catalyst is CN(C=O)C. The product is [Cl:1][C:2]1[CH:3]=[C:4]([CH:7]=[C:8]([O:10][CH2:27][C:28]([F:31])([F:30])[F:29])[CH:9]=1)[CH:5]=[O:6]. The yield is 0.610. (3) The reactants are Br[C:2]1[C:3]([O:17][CH3:18])=[C:4]([C:13]([O:15][CH3:16])=[O:14])[C:5]2[N:6]=[CH:7][C:8](=[O:12])[NH:9][C:10]=2[CH:11]=1.[F:19][C:20]1[CH:21]=[C:22](B(O)O)[CH:23]=[CH:24][CH:25]=1.C(=O)([O-])[O-].[K+].[K+]. The catalyst is O1CCOCC1.O.C1C=CC([P]([Pd]([P](C2C=CC=CC=2)(C2C=CC=CC=2)C2C=CC=CC=2)([P](C2C=CC=CC=2)(C2C=CC=CC=2)C2C=CC=CC=2)[P](C2C=CC=CC=2)(C2C=CC=CC=2)C2C=CC=CC=2)(C2C=CC=CC=2)C2C=CC=CC=2)=CC=1. The product is [F:19][C:20]1[CH:25]=[C:24]([C:2]2[C:3]([O:17][CH3:18])=[C:4]([C:13]([O:15][CH3:16])=[O:14])[C:5]3[N:6]=[CH:7][C:8](=[O:12])[NH:9][C:10]=3[CH:11]=2)[CH:23]=[CH:22][CH:21]=1. The yield is 0.526. (4) The reactants are [NH:1]1[C:5]2[CH:6]=[CH:7][CH:8]=[CH:9][C:4]=2[N:3]=[C:2]1[CH2:10][N:11]1[C@@H:24]2[C@@H:15]([CH2:16][CH2:17][C:18]3[C:23]2=[N:22][CH:21]=[CH:20][CH:19]=3)[CH2:14][CH2:13][CH2:12]1.C(=O)([O-])[O-].[K+].[K+].[I-].[K+].Cl.Cl[CH2:35][C:36]1C=CN=[CH:38][CH:37]=1.[CH3:42][N:43]([CH3:46])[CH:44]=O. The catalyst is O. The product is [CH3:42][N:43]1[CH2:46][CH2:38][CH2:37][CH:36]([CH2:35][N:1]2[C:5]3[CH:6]=[CH:7][CH:8]=[CH:9][C:4]=3[N:3]=[C:2]2[CH2:10][N:11]2[C@@H:24]3[C@@H:15]([CH2:16][CH2:17][C:18]4[C:23]3=[N:22][CH:21]=[CH:20][CH:19]=4)[CH2:14][CH2:13][CH2:12]2)[CH2:44]1. The yield is 0.210. (5) The reactants are [Br:1][C:2]1[C:10]2[C:5](=[CH:6][CH:7]=[C:8]([C:11]#[N:12])[CH:9]=2)[N:4]([CH:13]2[CH2:18][CH2:17][CH2:16][CH2:15][O:14]2)[N:3]=1.[OH:19]O.[OH-].[Na+].Cl. The catalyst is C(O)C.O. The product is [Br:1][C:2]1[C:10]2[C:5](=[CH:6][CH:7]=[C:8]([C:11]([NH2:12])=[O:19])[CH:9]=2)[N:4]([CH:13]2[CH2:18][CH2:17][CH2:16][CH2:15][O:14]2)[N:3]=1. The yield is 0.970. (6) The reactants are [OH-].[K+].[CH3:3][O:4][C:5]1[CH:6]=[C:7]([C:13]([C:15]2[CH:23]=[C:22]3[C:18]([CH:19]=[CH:20][NH:21]3)=[CH:17][CH:16]=2)=[O:14])[CH:8]=[C:9]([O:11][CH3:12])[CH:10]=1.I[CH3:25]. The catalyst is CN(C=O)C.CCOCC. The product is [CH3:3][O:4][C:5]1[CH:6]=[C:7]([C:13]([C:15]2[CH:23]=[C:22]3[C:18]([CH:19]=[CH:20][N:21]3[CH3:25])=[CH:17][CH:16]=2)=[O:14])[CH:8]=[C:9]([O:11][CH3:12])[CH:10]=1. The yield is 0.750.